Dataset: Peptide-MHC class I binding affinity with 185,985 pairs from IEDB/IMGT. Task: Regression. Given a peptide amino acid sequence and an MHC pseudo amino acid sequence, predict their binding affinity value. This is MHC class I binding data. (1) The peptide sequence is RVLTARKTV. The MHC is HLA-A80:01 with pseudo-sequence HLA-A80:01. The binding affinity (normalized) is 0.0847. (2) The peptide sequence is SMNYPNSYK. The MHC is HLA-A02:11 with pseudo-sequence HLA-A02:11. The binding affinity (normalized) is 0.0847. (3) The peptide sequence is FRYKSRCYV. The MHC is HLA-A03:01 with pseudo-sequence HLA-A03:01. The binding affinity (normalized) is 0.0847. (4) The peptide sequence is YEVPAALIL. The MHC is HLA-A26:01 with pseudo-sequence HLA-A26:01. The binding affinity (normalized) is 0.0847. (5) The peptide sequence is TLYAVATTV. The MHC is HLA-A02:01 with pseudo-sequence HLA-A02:01. The binding affinity (normalized) is 0.980. (6) The peptide sequence is SPPIPMSRL. The MHC is HLA-B54:01 with pseudo-sequence HLA-B54:01. The binding affinity (normalized) is 0.0172. (7) The peptide sequence is AQIDNYNKF. The MHC is Patr-A0301 with pseudo-sequence Patr-A0301. The binding affinity (normalized) is 0.